This data is from Catalyst prediction with 721,799 reactions and 888 catalyst types from USPTO. The task is: Predict which catalyst facilitates the given reaction. Reactant: [NH2:1][C:2]1[CH:3]=[C:4]([N:8]2[C:12](=[O:13])[CH2:11][CH:10]([C:14]([NH:16][CH:17]([C:24]3[CH:25]=[N:26][CH:27]=[CH:28][CH:29]=3)[CH2:18][C:19]([O:21][CH2:22][CH3:23])=[O:20])=[O:15])[CH2:9]2)[CH:5]=[CH:6][CH:7]=1.CS[C:32]1[S:33][CH2:34][CH2:35][N:36]=1. Product: [O:13]=[C:12]1[N:8]([C:4]2[CH:5]=[CH:6][CH:7]=[C:2]([NH:1][C:32]3[S:33][CH2:34][CH2:35][N:36]=3)[CH:3]=2)[CH2:9][CH:10]([C:14]([NH:16][CH:17]([C:24]2[CH:25]=[N:26][CH:27]=[CH:28][CH:29]=2)[CH2:18][C:19]([O:21][CH2:22][CH3:23])=[O:20])=[O:15])[CH2:11]1. The catalyst class is: 12.